This data is from Catalyst prediction with 721,799 reactions and 888 catalyst types from USPTO. The task is: Predict which catalyst facilitates the given reaction. (1) Reactant: [NH:1]1[CH2:6][CH2:5][CH:4]([NH:7][C:8]([C:10]2[N:11]([CH2:19][C:20]3[CH:24]=[C:23]([C:25]4[S:26][C:27]([Cl:30])=[CH:28][CH:29]=4)[O:22][N:21]=3)[C:12]3[C:17]([CH:18]=2)=[CH:16][CH:15]=[CH:14][CH:13]=3)=[O:9])[CH2:3][CH2:2]1.[C:31](OC(=O)C)(=[O:33])[CH3:32]. Product: [C:31]([N:1]1[CH2:6][CH2:5][CH:4]([NH:7][C:8]([C:10]2[N:11]([CH2:19][C:20]3[CH:24]=[C:23]([C:25]4[S:26][C:27]([Cl:30])=[CH:28][CH:29]=4)[O:22][N:21]=3)[C:12]3[C:17]([CH:18]=2)=[CH:16][CH:15]=[CH:14][CH:13]=3)=[O:9])[CH2:3][CH2:2]1)(=[O:33])[CH3:32]. The catalyst class is: 624. (2) Reactant: [Cl:1][C:2]1[CH:3]=[CH:4][C:5]([F:12])=[C:6]([S:8](Cl)(=[O:10])=[O:9])[CH:7]=1.[CH3:13][C:14]1([CH3:28])[C:18]([CH3:20])([CH3:19])[O:17][B:16]([C:21]2[CH:26]=[CH:25][C:24]([NH2:27])=[CH:23][CH:22]=2)[O:15]1.C(Cl)Cl. Product: [Cl:1][C:2]1[CH:3]=[CH:4][C:5]([F:12])=[C:6]([S:8]([NH:27][C:24]2[CH:23]=[CH:22][C:21]([B:16]3[O:17][C:18]([CH3:20])([CH3:19])[C:14]([CH3:28])([CH3:13])[O:15]3)=[CH:26][CH:25]=2)(=[O:10])=[O:9])[CH:7]=1. The catalyst class is: 17. (3) Reactant: [CH:1]1[C:13]2[NH:12][C:11]3[C:6](=[CH:7][CH:8]=[CH:9][CH:10]=3)[C:5]=2[CH:4]=[C:3]([C:14]([O:16]CC)=O)[N:2]=1.[H-].[Na+].[F:21][C:22]1[CH:29]=[CH:28][C:25]([CH2:26]Br)=[CH:24][CH:23]=1.[NH2:30][OH:31]. Product: [F:21][C:22]1[CH:29]=[CH:28][C:25]([CH2:26][N:12]2[C:13]3[CH:1]=[N:2][C:3]([C:14]([NH:30][OH:31])=[O:16])=[CH:4][C:5]=3[C:6]3[C:11]2=[CH:10][CH:9]=[CH:8][CH:7]=3)=[CH:24][CH:23]=1. The catalyst class is: 656. (4) Reactant: Br[C:2]1[CH:10]=[CH:9][C:5]([C:6]([OH:8])=[O:7])=[C:4]([CH3:11])[CH:3]=1.[Li]CCCC.CN([CH:20]=[O:21])C.Cl. Product: [CH:20]([C:2]1[CH:10]=[CH:9][C:5]([C:6]([OH:8])=[O:7])=[C:4]([CH3:11])[CH:3]=1)=[O:21]. The catalyst class is: 1. (5) Product: [F:22][C:19]1[CH:20]=[CH:21][C:16]([C:3]2[C:2]([N:26]3[CH2:27][CH2:28][CH2:29][C@@H:25]3[C:24]([F:31])([F:30])[F:23])=[N:11][C:10]3[C:5](=[CH:6][CH:7]=[C:8]([C:12]([O:14][CH3:15])=[O:13])[CH:9]=3)[N:4]=2)=[CH:17][CH:18]=1. Reactant: Cl[C:2]1[C:3]([C:16]2[CH:21]=[CH:20][C:19]([F:22])=[CH:18][CH:17]=2)=[N:4][C:5]2[C:10]([N:11]=1)=[CH:9][C:8]([C:12]([O:14][CH3:15])=[O:13])=[CH:7][CH:6]=2.[F:23][C:24]([F:31])([F:30])[C@H:25]1[CH2:29][CH2:28][CH2:27][NH:26]1. The catalyst class is: 16. (6) Reactant: C([O:3][C:4](=[O:29])[CH2:5][CH2:6][CH2:7][N:8]1[CH2:12][CH2:11][CH2:10][C@H:9]1[CH2:13][O:14][C:15]1[CH:20]=[CH:19][C:18]([O:21][C:22]2[CH:27]=[CH:26][C:25]([CH3:28])=[CH:24][CH:23]=2)=[CH:17][CH:16]=1)C.[ClH:30]. Product: [ClH:30].[C:25]1([CH3:28])[CH:24]=[CH:23][C:22]([O:21][C:18]2[CH:19]=[CH:20][C:15]([O:14][CH2:13][C@@H:9]3[CH2:10][CH2:11][CH2:12][N:8]3[CH2:7][CH2:6][CH2:5][C:4]([OH:29])=[O:3])=[CH:16][CH:17]=2)=[CH:27][CH:26]=1. The catalyst class is: 12.